Dataset: Full USPTO retrosynthesis dataset with 1.9M reactions from patents (1976-2016). Task: Predict the reactants needed to synthesize the given product. Given the product [CH3:12][C:9]1[CH:8]=[CH:7][C:6]2[C:11](=[C:2]([NH:23][C:24]3[N:25]=[C:26]([CH3:29])[S:27][CH:28]=3)[N:3]=[CH:4][C:5]=2[C:17]2[N:21]([CH3:22])[CH:20]=[N:19][CH:18]=2)[N:10]=1, predict the reactants needed to synthesize it. The reactants are: Cl[C:2]1[C:11]2[N:10]=[C:9]([CH3:12])[CH:8]=[CH:7][C:6]=2[C:5](B(O)O)=[CH:4][N:3]=1.Br[C:17]1[N:21]([CH3:22])[CH:20]=[N:19][CH:18]=1.[NH2:23][C:24]1[N:25]=[C:26]([CH3:29])[S:27][CH:28]=1.